This data is from Forward reaction prediction with 1.9M reactions from USPTO patents (1976-2016). The task is: Predict the product of the given reaction. (1) The product is: [CH2:35]([O:34][C:32]([CH2:31][C:28]1[CH:27]=[CH:26][C:25]([NH:24][C:1]([C:4]23[CH2:11][CH2:10][C:7]([NH:12][CH2:13][C:14]([N:16]4[CH2:20][C@@H:19]([F:21])[CH2:18][C@H:17]4[C:22]#[N:23])=[O:15])([CH2:8][CH2:9]2)[CH2:6][CH2:5]3)=[O:2])=[CH:30][CH:29]=1)=[O:33])[CH3:36]. Given the reactants [C:1]([C:4]12[CH2:11][CH2:10][C:7]([NH:12][CH2:13][C:14]([N:16]3[CH2:20][C@@H:19]([F:21])[CH2:18][C@H:17]3[C:22]#[N:23])=[O:15])([CH2:8][CH2:9]1)[CH2:6][CH2:5]2)(O)=[O:2].[NH2:24][C:25]1[CH:30]=[CH:29][C:28]([CH2:31][C:32]([O:34][CH2:35][CH3:36])=[O:33])=[CH:27][CH:26]=1, predict the reaction product. (2) Given the reactants [F:1][C:2]([F:7])([F:6])[C:3]([O-:5])=[O:4].COC1C=CC(C[N:15]2[C:19]3[N:20]=[CH:21][C:22]4[CH2:23][N:24]([C:28](=[O:37])[C@H:29]([C:31]5[CH:36]=[CH:35][CH:34]=[CH:33][CH:32]=5)[NH3+:30])[CH2:25][CH2:26][C:27]=4[C:18]=3[CH:17]=[N:16]2)=CC=1.FC(F)(F)C(O)=O, predict the reaction product. The product is: [F:1][C:2]([F:7])([F:6])[C:3]([O-:5])=[O:4].[CH:17]1[C:18]2[C:27]3[CH2:26][CH2:25][N:24]([C:28](=[O:37])[C@H:29]([C:31]4[CH:36]=[CH:35][CH:34]=[CH:33][CH:32]=4)[NH3+:30])[CH2:23][C:22]=3[CH:21]=[N:20][C:19]=2[NH:15][N:16]=1. (3) Given the reactants [NH2:1][C:2]1[CH:7]=[CH:6][C:5]([N:8]2[CH2:13][CH2:12][N:11]([C:14]([C:16]3[CH:21]=[CH:20][CH:19]=[CH:18][CH:17]=3)=[O:15])[CH2:10][CH2:9]2)=[CH:4][C:3]=1[N:22]([CH2:30][C:31]1[CH:36]=[CH:35][CH:34]=[CH:33][CH:32]=1)[CH2:23][C:24]1[CH:29]=[CH:28][CH:27]=[CH:26][CH:25]=1.[N-:37]=[N+:38]=[N-:39].[Na+].[CH3:41]OC(OC)OC, predict the reaction product. The product is: [CH2:23]([N:22]([CH2:30][C:31]1[CH:36]=[CH:35][CH:34]=[CH:33][CH:32]=1)[C:3]1[CH:4]=[C:5]([N:8]2[CH2:13][CH2:12][N:11]([C:14]([C:16]3[CH:21]=[CH:20][CH:19]=[CH:18][CH:17]=3)=[O:15])[CH2:10][CH2:9]2)[CH:6]=[CH:7][C:2]=1[N:1]1[CH:41]=[N:39][N:38]=[N:37]1)[C:24]1[CH:25]=[CH:26][CH:27]=[CH:28][CH:29]=1. (4) Given the reactants [CH2:1]([N:3]1[C:7]2[CH:8]=[CH:9][C:10]([NH2:12])=[CH:11][C:6]=2[N:5]=[C:4]1[CH2:13][C:14]1[N:15]([C:19]2[CH:24]=[C:23]([F:25])[CH:22]=[CH:21][C:20]=2[F:26])[N:16]=[CH:17][CH:18]=1)[CH3:2].[CH2:27](OC(OCC)OCC)C.[N-:37]=[N+:38]=[N-:39].[Na+].O, predict the reaction product. The product is: [CH2:1]([N:3]1[C:7]2[CH:8]=[CH:9][C:10]([N:12]3[CH:27]=[N:39][N:38]=[N:37]3)=[CH:11][C:6]=2[N:5]=[C:4]1[CH2:13][C:14]1[N:15]([C:19]2[CH:24]=[C:23]([F:25])[CH:22]=[CH:21][C:20]=2[F:26])[N:16]=[CH:17][CH:18]=1)[CH3:2]. (5) Given the reactants [CH:1]1([NH:7][C:8]2[CH:17]=[C:16]3[C:11]([C:12](=[O:22])[C:13]([OH:21])=[CH:14][N:15]3[CH:18]([CH3:20])[CH3:19])=[CH:10][C:9]=2[F:23])[CH2:6][CH2:5][CH2:4][CH2:3][CH2:2]1.C(=O)([O-])[O-].[K+].[K+].Br[CH2:31][C:32]([O:34][CH2:35][CH3:36])=[O:33].[Cl-].[NH4+], predict the reaction product. The product is: [CH:1]1([NH:7][C:8]2[CH:17]=[C:16]3[C:11]([C:12](=[O:22])[C:13]([O:21][CH2:31][C:32]([O:34][CH2:35][CH3:36])=[O:33])=[CH:14][N:15]3[CH:18]([CH3:20])[CH3:19])=[CH:10][C:9]=2[F:23])[CH2:2][CH2:3][CH2:4][CH2:5][CH2:6]1. (6) The product is: [CH3:1][C:2]1([CH3:20])[O:6][C@@H:5]([C@@H:7]2[C@@H:11]3[O:12][C:13]([CH3:16])([CH3:15])[O:14][C@:10]3([CH3:17])[C:9](=[O:19])[O:8]2)[CH2:4][O:3]1. Given the reactants [CH3:1][C:2]1([CH3:20])[O:6][C@@H:5]([C@@H:7]2[C@@H:11]3[O:12][C:13]([CH3:16])([CH3:15])[O:14][C@:10]3([CH2:17]I)[C:9](=[O:19])[O:8]2)[CH2:4][O:3]1.CCN(CC)CC, predict the reaction product. (7) Given the reactants [Cl:1][C:2]1[CH:3]=[C:4]([C:9]2[CH:14]=[C:13]([CH3:15])[N:12]=[C:11](I)[CH:10]=2)[CH:5]=[CH:6][C:7]=1[Cl:8].[Br:17][C:18]1[CH:19]=[C:20](B(O)O)[CH:21]=[CH:22][CH:23]=1, predict the reaction product. The product is: [Br:17][C:18]1[CH:19]=[C:20]([C:11]2[CH:10]=[C:9]([C:4]3[CH:5]=[CH:6][C:7]([Cl:8])=[C:2]([Cl:1])[CH:3]=3)[CH:14]=[C:13]([CH3:15])[N:12]=2)[CH:21]=[CH:22][CH:23]=1.